From a dataset of Full USPTO retrosynthesis dataset with 1.9M reactions from patents (1976-2016). Predict the reactants needed to synthesize the given product. (1) Given the product [C:1]([C:3]12[CH2:11][CH:8]3[CH2:9][CH:10]1[CH:6]([CH:7]3[O:12][C:21](=[O:25])[C:22]([CH3:24])=[CH2:23])[O:5][C:4]2=[O:13])#[N:2], predict the reactants needed to synthesize it. The reactants are: [C:1]([C:3]12[CH2:11][CH:8]3[CH2:9][CH:10]1[CH:6]([CH:7]3[OH:12])[O:5][C:4]2=[O:13])#[N:2].C(N(CC)CC)C.[C:21](Cl)(=[O:25])[C:22]([CH3:24])=[CH2:23].O. (2) Given the product [CH3:8][C:4]1[CH:5]=[CH:6][CH:7]=[C:2]([Sn:18]([CH2:19][CH2:20][CH2:21][CH3:22])([CH2:23][CH2:24][CH2:25][CH3:26])[CH2:14][CH2:15][CH2:16][CH3:17])[N:3]=1, predict the reactants needed to synthesize it. The reactants are: Br[C:2]1[CH:7]=[CH:6][CH:5]=[C:4]([CH3:8])[N:3]=1.C([Li])CCC.[CH2:14]([Sn:18](Cl)([CH2:23][CH2:24][CH2:25][CH3:26])[CH2:19][CH2:20][CH2:21][CH3:22])[CH2:15][CH2:16][CH3:17]. (3) Given the product [C:1]([O:5][C:6]([NH:7][C:8]1[NH:12][C:11]2[CH:13]=[CH:14][C:15]([O:17][S:26]([C:23]3[CH:24]=[CH:25][C:20]([F:19])=[CH:21][CH:22]=3)(=[O:28])=[O:27])=[CH:16][C:10]=2[N:9]=1)=[O:18])([CH3:4])([CH3:2])[CH3:3], predict the reactants needed to synthesize it. The reactants are: [C:1]([O:5][C:6](=[O:18])[NH:7][C:8]1[NH:12][C:11]2[CH:13]=[CH:14][C:15]([OH:17])=[CH:16][C:10]=2[N:9]=1)([CH3:4])([CH3:3])[CH3:2].[F:19][C:20]1[CH:25]=[CH:24][C:23]([S:26](Cl)(=[O:28])=[O:27])=[CH:22][CH:21]=1.C(N(CC)CC)C. (4) Given the product [CH2:39]([O:2][C:31]([C:26]1[CH:27]=[CH:28][CH:29]=[C:24]([C:19]2[N:18]([C:12]3[CH:13]=[C:14]([Cl:17])[CH:15]=[CH:16][C:11]=3[O:10][CH2:3][C:4]3[CH:9]=[CH:8][CH:7]=[CH:6][CH:5]=3)[C:22]([CH3:23])=[CH:21][CH:20]=2)[N:25]=1)=[O:33])[CH3:40], predict the reactants needed to synthesize it. The reactants are: [C]=[O:2].[CH2:3]([O:10][C:11]1[CH:16]=[CH:15][C:14]([Cl:17])=[CH:13][C:12]=1[N:18]1[C:22]([CH3:23])=[CH:21][CH:20]=[C:19]1[C:24]1[C:29](Br)=[CH:28][CH:27]=[CH:26][N:25]=1)[C:4]1[CH:9]=[CH:8][CH:7]=[CH:6][CH:5]=1.[CH2:31]([OH:33])C.C(N([CH2:39][CH3:40])CC)C.